This data is from Forward reaction prediction with 1.9M reactions from USPTO patents (1976-2016). The task is: Predict the product of the given reaction. (1) Given the reactants [CH3:1][C:2](=[CH2:9])[CH2:3]CS([O-])(=O)=O.[NH2:10][CH2:11][C@@H:12]([OH:14])[CH3:13].C(N(CC)CC)C.[C:22](O[C:22]([O:24][C:25]([CH3:28])([CH3:27])[CH3:26])=[O:23])([O:24][C:25]([CH3:28])([CH3:27])[CH3:26])=[O:23], predict the reaction product. The product is: [OH:14][C@@H:12]([CH3:13])[CH2:11][N:10]([CH2:3][C:2]([CH3:1])=[CH2:9])[C:22](=[O:23])[O:24][C:25]([CH3:28])([CH3:27])[CH3:26]. (2) Given the reactants FC(F)(F)C1C=C(NC(=O)NC2C=CC(C3SC(CCC(OC)=O)=NC=3)=CC=2)C=CC=1.[NH2:32][C:33]1[CH:38]=[CH:37][C:36]([C:39]2[S:43][C:42]([CH:44]3[CH2:49][CH2:48][CH:47]([C:50]([O:52][CH3:53])=[O:51])[CH2:46][CH2:45]3)=[N:41][CH:40]=2)=[CH:35][CH:34]=1.[Cl:54][C:55]1[CH:60]=[CH:59][C:58]([N:61]=[C:62]=[O:63])=[C:57]([C:64]([F:67])([F:66])[F:65])[CH:56]=1, predict the reaction product. The product is: [Cl:54][C:55]1[CH:60]=[CH:59][C:58]([NH:61][C:62](=[O:63])[NH:32][C:33]2[CH:34]=[CH:35][C:36]([C:39]3[S:43][C:42]([CH:44]4[CH2:45][CH2:46][CH:47]([C:50]([O:52][CH3:53])=[O:51])[CH2:48][CH2:49]4)=[N:41][CH:40]=3)=[CH:37][CH:38]=2)=[C:57]([C:64]([F:65])([F:66])[F:67])[CH:56]=1. (3) Given the reactants [Cl:1][C:2]1[C:3]([F:44])=[C:4]([C:9]2[N:10]=[CH:11][N:12]([C@@H:16]3[C:32]4[CH:33]=[C:28]([CH:29]=[CH:30][N:31]=4)[C:27]4[N:26](COCC[Si](C)(C)C)[N:25]=[CH:24][C:23]=4[NH:22][C:21](=[O:42])[C@H:20]([CH3:43])[CH2:19][CH2:18][CH2:17]3)[C:13](=[O:15])[CH:14]=2)[C:5]([F:8])=[CH:6][CH:7]=1.[C:45]([OH:51])([C:47]([F:50])([F:49])[F:48])=[O:46], predict the reaction product. The product is: [F:48][C:47]([F:50])([F:49])[C:45]([OH:51])=[O:46].[Cl:1][C:2]1[C:3]([F:44])=[C:4]([C:9]2[N:10]=[CH:11][N:12]([C@@H:16]3[C:32]4[CH:33]=[C:28]([CH:29]=[CH:30][N:31]=4)[C:27]4[NH:26][N:25]=[CH:24][C:23]=4[NH:22][C:21](=[O:42])[C@H:20]([CH3:43])[CH2:19][CH2:18][CH2:17]3)[C:13](=[O:15])[CH:14]=2)[C:5]([F:8])=[CH:6][CH:7]=1. (4) Given the reactants [CH2:1]([O:3][C:4]1[C:12]([F:13])=[CH:11][CH:10]=[C:9]2[C:5]=1[C:6]([CH2:15][C:16]([OH:18])=O)=[CH:7][N:8]2[CH3:14])[CH3:2].CN(C(ON1N=NC2C=CC=NC1=2)=[N+](C)C)C.F[P-](F)(F)(F)(F)F.CCN(C(C)C)C(C)C.[C:52]1([CH2:58][NH2:59])[CH:57]=[CH:56][CH:55]=[CH:54][CH:53]=1, predict the reaction product. The product is: [CH2:58]([NH:59][C:16](=[O:18])[CH2:15][C:6]1[C:5]2[C:9](=[CH:10][CH:11]=[C:12]([F:13])[C:4]=2[O:3][CH2:1][CH3:2])[N:8]([CH3:14])[CH:7]=1)[C:52]1[CH:57]=[CH:56][CH:55]=[CH:54][CH:53]=1. (5) Given the reactants Br[C:2]1[CH:3]=[C:4]([CH:7]([OH:12])[C:8]([F:11])([F:10])[F:9])[S:5][CH:6]=1.CC1(C)COB([C:20]2[CH:21]=[C:22]3[C:27](=[CH:28][CH:29]=2)[N:26]=[CH:25][CH:24]=[N:23]3)OC1.C([O-])([O-])=O.[Na+].[Na+], predict the reaction product. The product is: [F:9][C:8]([F:11])([F:10])[CH:7]([C:4]1[S:5][CH:6]=[C:2]([C:20]2[CH:21]=[C:22]3[C:27](=[CH:28][CH:29]=2)[N:26]=[CH:25][CH:24]=[N:23]3)[CH:3]=1)[OH:12]. (6) Given the reactants [CH3:1][S:2][C:3](=[NH:5])[NH2:4].C(=O)([O-])[O-].[K+].[K+].[Cl:12][C:13]1[CH:18]=[CH:17][N:16]2[N:19]=[C:20]([C:26]3[CH:31]=[CH:30][C:29]([O:32][CH3:33])=[CH:28][CH:27]=3)[C:21]([C:22](=O)[C:23]#[CH:24])=[C:15]2[CH:14]=1.C(OCC)(=O)C, predict the reaction product. The product is: [CH3:33][O:32][C:29]1[CH:28]=[CH:27][C:26]([C:20]2[C:21]([C:22]3[CH:23]=[CH:24][N:4]=[C:3]([S:2][CH3:1])[N:5]=3)=[C:15]3[CH:14]=[C:13]([Cl:12])[CH:18]=[CH:17][N:16]3[N:19]=2)=[CH:31][CH:30]=1.